This data is from Forward reaction prediction with 1.9M reactions from USPTO patents (1976-2016). The task is: Predict the product of the given reaction. (1) Given the reactants CC1(C)N([O])C(C)(C)CCC1.C(OI(C1C=CC=CC=1)OC(=O)C)(=O)C.[F:27][C:28]([F:38])([F:37])[CH2:29][CH2:30][CH2:31][CH2:32][CH2:33][CH2:34][CH2:35][OH:36].N#N, predict the reaction product. The product is: [F:27][C:28]([F:37])([F:38])[CH2:29][CH2:30][CH2:31][CH2:32][CH2:33][CH2:34][CH:35]=[O:36]. (2) Given the reactants Br[C:2]1[N:7]=[C:6]([O:8][C:9]2[CH:10]=[C:11]([C:16]3[CH:21]=[CH:20][CH:19]=[C:18]([CH2:22][NH:23][C:24](=[O:30])[O:25][C:26]([CH3:29])([CH3:28])[CH3:27])[CH:17]=3)[CH:12]=[C:13]([CH3:15])[CH:14]=2)[C:5]([F:31])=[CH:4][C:3]=1[F:32].[CH2:33](C([Sn])=C(CCCC)CCCC)[CH2:34]CC, predict the reaction product. The product is: [C:26]([O:25][C:24](=[O:30])[NH:23][CH2:22][C:18]1[CH:17]=[C:16]([C:11]2[CH:12]=[C:13]([CH3:15])[CH:14]=[C:9]([O:8][C:6]3[C:5]([F:31])=[CH:4][C:3]([F:32])=[C:2]([CH:33]=[CH2:34])[N:7]=3)[CH:10]=2)[CH:21]=[CH:20][CH:19]=1)([CH3:29])([CH3:28])[CH3:27]. (3) Given the reactants BrC1C=C2C(=CC=1)C=C([C:12]1[CH:24]=[CH:23][C:22]3[C:21]4[C:16](=[CH:17][CH:18]=[CH:19][CH:20]=4)[C:15]([CH3:26])([CH3:25])[C:14]=3[CH:13]=1)C=C2.[CH3:27][CH2:28][CH2:29][CH2:30][CH2:31][CH3:32].[CH2:33]([Li])[CH2:34][CH2:35][CH3:36].[B:38](OC(C)C)([O:43]C(C)C)[O:39]C(C)C.Cl, predict the reaction product. The product is: [CH3:26][C:15]1([CH3:25])[C:14]2[CH:13]=[C:12]([C:29]3[CH:28]=[C:27]4[C:32](=[CH:31][CH:30]=3)[CH:36]=[C:35]([B:38]([OH:43])[OH:39])[CH:34]=[CH:33]4)[CH:24]=[CH:23][C:22]=2[C:21]2[C:16]1=[CH:17][CH:18]=[CH:19][CH:20]=2. (4) Given the reactants C([O:8][C:9]1[C:14]([O:15][CH3:16])=[CH:13][C:12]([C:17]2[N:21]=[C:20]([CH3:22])[O:19][N:18]=2)=[C:11]([S:23]([CH3:26])(=[O:25])=[O:24])[CH:10]=1)C1C=CC=CC=1.Cl, predict the reaction product. The product is: [CH3:26][S:23]([C:11]1[C:12]([C:17]2[N:21]=[C:20]([CH3:22])[O:19][N:18]=2)=[CH:13][C:14]([O:15][CH3:16])=[C:9]([OH:8])[CH:10]=1)(=[O:25])=[O:24]. (5) Given the reactants [CH3:1][O:2][CH:3]([O:8][CH3:9])[C:4](OC)=[O:5].[Cl:10][C:11]1[CH:18]=[C:17]([Cl:19])[CH:16]=[CH:15][C:12]=1[CH2:13][NH2:14], predict the reaction product. The product is: [Cl:10][C:11]1[CH:18]=[C:17]([Cl:19])[CH:16]=[CH:15][C:12]=1[CH2:13][NH:14][C:4](=[O:5])[CH:3]([O:8][CH3:9])[O:2][CH3:1].